Predict which catalyst facilitates the given reaction. From a dataset of Catalyst prediction with 721,799 reactions and 888 catalyst types from USPTO. (1) Reactant: [F:1][C:2]1[CH:3]=[C:4]2[C:8](=[CH:9][CH:10]=1)[N:7]([CH2:11][C:12]1[CH:17]=[CH:16][CH:15]=[C:14]([F:18])[CH:13]=1)[C:6]([C:19](Cl)=[O:20])=[CH:5]2.C(N(CC)CC)C.Br.Br.[NH2:31][C:32]1[CH:33]=[C:34]2[CH2:40][C:39](=[O:41])[NH:38][C:35]2=[N:36][CH:37]=1.O. Product: [O:41]=[C:39]1[NH:38][C:35]2=[N:36][CH:37]=[C:32]([NH:31][C:19]([C:6]3[N:7]([CH2:11][C:12]4[CH:17]=[CH:16][CH:15]=[C:14]([F:18])[CH:13]=4)[C:8]4[C:4]([CH:5]=3)=[CH:3][C:2]([F:1])=[CH:10][CH:9]=4)=[O:20])[CH:33]=[C:34]2[CH2:40]1. The catalyst class is: 4. (2) Reactant: [CH3:1][C:2]1([CH3:11])[O:7][CH2:6][CH:5]([CH2:8][CH2:9]O)[CH2:4][O:3]1.C1(P(C2C=CC=CC=2)C2C=CC=CC=2)C=CC=CC=1.C(Br)(Br)(Br)[Br:32].C([O-])(O)=O.[Na+]. Product: [Br:32][CH2:9][CH2:8][CH:5]1[CH2:6][O:7][C:2]([CH3:11])([CH3:1])[O:3][CH2:4]1. The catalyst class is: 3.